Dataset: NCI-60 drug combinations with 297,098 pairs across 59 cell lines. Task: Regression. Given two drug SMILES strings and cell line genomic features, predict the synergy score measuring deviation from expected non-interaction effect. Drug 1: CCC1(CC2CC(C3=C(CCN(C2)C1)C4=CC=CC=C4N3)(C5=C(C=C6C(=C5)C78CCN9C7C(C=CC9)(C(C(C8N6C=O)(C(=O)OC)O)OC(=O)C)CC)OC)C(=O)OC)O.OS(=O)(=O)O. Drug 2: CC(C)CN1C=NC2=C1C3=CC=CC=C3N=C2N. Cell line: T-47D. Synergy scores: CSS=35.1, Synergy_ZIP=-2.46, Synergy_Bliss=-0.0873, Synergy_Loewe=-8.93, Synergy_HSA=-0.766.